This data is from Forward reaction prediction with 1.9M reactions from USPTO patents (1976-2016). The task is: Predict the product of the given reaction. Given the reactants [Br:1][C:2]1[CH:7]=[CH:6][C:5]([N:8]2[CH:12]=[CH:11][N:10]=[CH:9]2)=[CH:4][CH:3]=1.Br[CH2:14][CH2:15][CH3:16], predict the reaction product. The product is: [Br-:1].[Br:1][C:2]1[CH:3]=[CH:4][C:5]([N+:8]2[CH:12]=[CH:11][N:10]([CH2:14][CH2:15][CH3:16])[CH:9]=2)=[CH:6][CH:7]=1.